This data is from Forward reaction prediction with 1.9M reactions from USPTO patents (1976-2016). The task is: Predict the product of the given reaction. (1) Given the reactants [NH2:1][C:2]1[C:3]([C:26]([O:28]C)=O)=[N:4][C:5]([C:8]2[CH:9]=[C:10]3[N:16]=[C:15]([CH3:17])[N:14]([CH2:18][O:19][CH2:20][CH2:21][Si:22]([CH3:25])([CH3:24])[CH3:23])[C:11]3=[N:12][CH:13]=2)=[CH:6][CH:7]=1.[CH:30]([NH2:32])=O, predict the reaction product. The product is: [CH3:17][C:15]1[N:14]([CH2:18][O:19][CH2:20][CH2:21][Si:22]([CH3:24])([CH3:23])[CH3:25])[C:11]2=[N:12][CH:13]=[C:8]([C:5]3[CH:6]=[CH:7][C:2]4[N:1]=[CH:30][NH:32][C:26](=[O:28])[C:3]=4[N:4]=3)[CH:9]=[C:10]2[N:16]=1. (2) Given the reactants [ClH:1].[CH3:2][N:3]([CH3:26])[CH:4]1[CH2:9][CH2:8][N:7]([C:10](=[O:25])[CH2:11][CH2:12][C:13]2[N:14]([CH2:18][C:19]([O:21][CH:22]([CH3:24])[CH3:23])=[O:20])[CH:15]=[CH:16][N:17]=2)[CH2:6][CH2:5]1, predict the reaction product. The product is: [ClH:1].[CH3:26][N:3]([CH3:2])[CH:4]1[CH2:9][CH2:8][N:7]([C:10](=[O:25])[CH2:11][CH2:12][C:13]2[N:14]([CH2:18][C:19]([O:21][CH:22]([CH3:23])[CH3:24])=[O:20])[CH:15]=[CH:16][N:17]=2)[CH2:6][CH2:5]1. (3) Given the reactants [CH3:1][CH2:2][N:3]1[C:9]2[N:10]=[C:11]([N:14]3[CH2:19][CH2:18][NH:17][CH2:16][CH2:15]3)[N:12]=[CH:13][C:8]=2[C:6](=[O:7])[C:5]([C:20]([OH:22])=[O:21])=[CH:4]1.[N:23]1[S:24][N:25]=[C:26]2[CH:31]=[C:30]([N:32]=[C:33]=[S:34])[CH:29]=[CH:28][C:27]=12.C(N(CC)CC)C, predict the reaction product. The product is: [CH3:1][CH2:2][N:3]1[C:9]2[C:8](=[CH:13][N:12]=[C:11]([N:14]3[CH2:19][CH2:18][N:17]([C:33]([NH:32][C:30]4[CH:29]=[CH:28][C:27]5[C:26](=[N:25][S:24][N:23]=5)[CH:31]=4)=[S:34])[CH2:16][CH2:15]3)[N:10]=2)[C:6](=[O:7])[C:5]([C:20]([OH:22])=[O:21])=[CH:4]1. (4) Given the reactants C([O:8][C:9]1[CH:18]=[CH:17][C:16]([C:19](=[O:25])[CH:20](OCC)O)=[CH:15][C:10]=1[C:11]([O:13]C)=O)C1C=CC=CC=1.[F:26][C:27]1[CH:32]=[CH:31][C:30]([C:33]2[N:37]=[C:36]([CH3:38])[N:35]([CH2:39][CH2:40][C:41]([NH2:44])([CH3:43])[CH3:42])[N:34]=2)=[CH:29][CH:28]=1, predict the reaction product. The product is: [F:26][C:27]1[CH:28]=[CH:29][C:30]([C:33]2[N:37]=[C:36]([CH3:38])[N:35]([CH2:39][CH2:40][C:41]([NH:44][CH2:20][CH:19]([C:16]3[CH:17]=[CH:18][C:9]([OH:8])=[C:10]([CH2:11][OH:13])[CH:15]=3)[OH:25])([CH3:42])[CH3:43])[N:34]=2)=[CH:31][CH:32]=1. (5) The product is: [Cl:38][C:23]1[C:24]([NH:26][C:27]2[CH:37]=[CH:36][CH:35]=[CH:34][C:28]=2[C:29]([NH:31][CH2:32][CH3:33])=[O:30])=[N:25][C:20]([NH:17][C:12]2[C:13]([O:15][CH3:16])=[CH:14][C:7]3[CH2:6][CH2:5][N:4]([CH2:3][CH:2]([F:1])[F:18])[CH2:10][CH2:9][C:8]=3[CH:11]=2)=[N:21][CH:22]=1. Given the reactants [F:1][CH:2]([F:18])[CH2:3][N:4]1[CH2:10][CH2:9][C:8]2[CH:11]=[C:12]([NH2:17])[C:13]([O:15][CH3:16])=[CH:14][C:7]=2[CH2:6][CH2:5]1.Cl[C:20]1[N:25]=[C:24]([NH:26][C:27]2[CH:37]=[CH:36][CH:35]=[CH:34][C:28]=2[C:29]([NH:31][CH2:32][CH3:33])=[O:30])[C:23]([Cl:38])=[CH:22][N:21]=1, predict the reaction product. (6) Given the reactants [CH3:1][C:2]1([CH3:18])[NH:7][C:6]2[CH:8]=[C:9]([C:11]3[CH:12]=[N:13][NH:14][C:15]=3[CH3:16])[S:10][C:5]=2[C:4](=[O:17])[NH:3]1.Cl.C([O-])(O)=O.[Na+].[F:25][C:26]([F:32])([F:31])CC(=O)C.CC1(C)C2(CS(O)(=O)=O)C(CC1CC2)=O.[O-]S([O-])(=O)=O.[Mg+2], predict the reaction product. The product is: [CH3:1][C:2]1([CH2:18][C:26]([F:32])([F:31])[F:25])[NH:7][C:6]2[CH:8]=[C:9]([C:11]3[CH:12]=[N:13][NH:14][C:15]=3[CH3:16])[S:10][C:5]=2[C:4](=[O:17])[NH:3]1.